From a dataset of Full USPTO retrosynthesis dataset with 1.9M reactions from patents (1976-2016). Predict the reactants needed to synthesize the given product. (1) Given the product [F:7][C:8]1[CH:9]=[C:10]2[C:15](=[CH:16][CH:17]=1)[O:14][C@@H:13]([C@H:18]1[CH2:20][O:19]1)[CH2:12][CH2:11]2, predict the reactants needed to synthesize it. The reactants are: CC(OC)(C)C.[F:7][C:8]1[CH:9]=[C:10]2[C:15](=[CH:16][CH:17]=1)[O:14][C@@H:13]([C@@H:18]1[CH2:20][O:19]1)[CH2:12][CH2:11]2. (2) Given the product [O-:41][N+:32]1[C:33]2[CH:40]=[CH:39][CH:38]=[CH:37][C:34]=2[N+:35]([O-:36])=[C:30]([NH:26][CH2:25][CH2:2][NH:3][CH2:4][CH2:5][NH:1][C:6]([C:8]2[C:21]3[C:12](=[CH:13][C:14]4[C:19]([N:20]=3)=[C:18]([CH3:22])[CH:17]=[CH:16][CH:15]=4)[CH:11]=[CH:10][CH:9]=2)=[O:7])[N:31]=1, predict the reactants needed to synthesize it. The reactants are: [N:1]1([C:6]([C:8]2[C:21]3[C:12](=[CH:13][C:14]4[C:19]([N:20]=3)=[C:18]([CH3:22])[CH:17]=[CH:16][CH:15]=4)[CH:11]=[CH:10][CH:9]=2)=[O:7])[CH:5]=[CH:4][N:3]=[CH:2]1.NC[CH2:25][N:26]([C:30]1[N:31]=[N+:32]([O-:41])[C:33]2[CH:40]=[CH:39][CH:38]=[CH:37][C:34]=2[N+:35]=1[O-:36])CCN. (3) Given the product [N+:41]([C:68]1[NH:65][C:66]2[C:67]([CH:69]=1)=[CH:4][CH:3]=[CH:2][CH:1]=2)([O-:43])=[O:42], predict the reactants needed to synthesize it. The reactants are: [CH2:1]1CC[CH:4](N=C=N[CH:2]2[CH2:1]CC[CH2:4][CH2:3]2)[CH2:3][CH2:2]1.COC1C=CC(C(C2C=CC(OC)=CC=2)OC(C2C=CC=CC=2)C2OC(N3C4C(=CC([N+:41]([O-:43])=[O:42])=CC=4)C(C#CCN)=C3)CC2O)=CC=1.C([N:65]([CH2:68][CH3:69])[CH2:66][CH3:67])C. (4) Given the product [Cl:1][C:2]1[CH:7]=[CH:6][C:5]([O:8][CH2:20][CH2:21][N:22]([CH3:24])[CH3:23])=[C:4]([N+:9]([O-:11])=[O:10])[CH:3]=1, predict the reactants needed to synthesize it. The reactants are: [Cl:1][C:2]1[CH:7]=[CH:6][C:5]([OH:8])=[C:4]([N+:9]([O-:11])=[O:10])[CH:3]=1.C([O-])([O-])=O.[K+].[K+].Cl.Cl[CH2:20][CH2:21][N:22]([CH3:24])[CH3:23]. (5) Given the product [F:42][C:36]1[C:37]([F:41])=[CH:38][CH:39]=[CH:40][C:35]=1[NH:34][C:32](=[O:33])[CH2:31][C:29]1[NH:28][N:27]=[C:26]([NH:25][C:19]2[C:18]3[C:23](=[CH:24][C:15]([O:14][CH2:13][CH2:12][CH2:11][N:4]([CH2:5][CH2:6][OH:7])[CH2:1][CH2:2][CH3:3])=[C:16]([O:43][CH3:44])[CH:17]=3)[N:22]=[CH:21][N:20]=2)[CH:30]=1, predict the reactants needed to synthesize it. The reactants are: [CH2:1]([NH:4][CH2:5][CH2:6][OH:7])[CH2:2][CH3:3].[I-].[K+].Cl[CH2:11][CH2:12][CH2:13][O:14][C:15]1[CH:24]=[C:23]2[C:18]([C:19]([NH:25][C:26]3[CH:30]=[C:29]([CH2:31][C:32]([NH:34][C:35]4[CH:40]=[CH:39][CH:38]=[C:37]([F:41])[C:36]=4[F:42])=[O:33])[NH:28][N:27]=3)=[N:20][CH:21]=[N:22]2)=[CH:17][C:16]=1[O:43][CH3:44]. (6) Given the product [N:16]1([C:13]2[CH:12]=[N:11][N:10]([C:8]3[CH:7]=[C:4]([CH:3]=[C:2]([F:1])[CH:9]=3)[C:5]#[N:6])[CH:14]=2)[CH:20]=[CH:19][CH:18]=[N:17]1, predict the reactants needed to synthesize it. The reactants are: [F:1][C:2]1[CH:3]=[C:4]([CH:7]=[C:8]([N:10]2[CH:14]=[C:13](I)[CH:12]=[N:11]2)[CH:9]=1)[C:5]#[N:6].[NH:16]1[CH:20]=[CH:19][CH:18]=[N:17]1.C(=O)([O-])[O-].[K+].[K+].